Dataset: Forward reaction prediction with 1.9M reactions from USPTO patents (1976-2016). Task: Predict the product of the given reaction. (1) The product is: [CH3:31][NH:32][C:12]([C:10]1[CH:9]=[CH:8][C:7]2[N:3]([CH2:1][CH3:2])[C:4]([NH:15][C:16]3[S:17][C:18]4[CH:24]=[C:23]([C:25]([F:27])([F:28])[F:26])[CH:22]=[CH:21][C:19]=4[N:20]=3)=[N:5][C:6]=2[CH:11]=1)=[O:14]. Given the reactants [CH2:1]([N:3]1[C:7]2[CH:8]=[CH:9][C:10]([C:12]([OH:14])=O)=[CH:11][C:6]=2[N:5]=[C:4]1[NH:15][C:16]1[S:17][C:18]2[CH:24]=[C:23]([C:25]([F:28])([F:27])[F:26])[CH:22]=[CH:21][C:19]=2[N:20]=1)[CH3:2].CN.[CH3:31][N:32](C(ON1N=NC2C=CC=CC1=2)=[N+](C)C)C.F[P-](F)(F)(F)(F)F.CCN(C(C)C)C(C)C, predict the reaction product. (2) Given the reactants [Br:1][C:2]1[CH:12]=[C:11]2[C:5]([CH:6]3[CH2:14][CH:8]([N:9]=[C:10]2Cl)[CH2:7]3)=[CH:4][CH:3]=1.[CH3:15][O:16][CH:17]([O:20][CH3:21])[CH2:18][NH2:19], predict the reaction product. The product is: [Br:1][C:2]1[CH:12]=[C:11]2[C:5]([CH:6]3[CH2:14][CH:8]([N:9]=[C:10]2[NH:19][CH2:18][CH:17]([O:20][CH3:21])[O:16][CH3:15])[CH2:7]3)=[CH:4][CH:3]=1. (3) Given the reactants [O:1]=[C:2]1[C@@H:13]2[CH2:14][CH2:15][CH2:16][N:12]2[C:11](=[O:17])[C@H:10]([NH:18]C(=O)OC(C)(C)C)[CH2:9][CH:8]=[CH:7][CH2:6][CH2:5][CH2:4][O:3]1.FC(F)(F)C(O)=O, predict the reaction product. The product is: [NH2:18][C@@H:10]1[CH2:9][CH:8]=[CH:7][CH2:6][CH2:5][CH2:4][O:3][C:2](=[O:1])[C@@H:13]2[CH2:14][CH2:15][CH2:16][N:12]2[C:11]1=[O:17]. (4) Given the reactants [NH2:1][C:2]1[CH:3]=[C:4]([S:8]([F:13])([F:12])([F:11])([F:10])[F:9])[CH:5]=[CH:6][CH:7]=1.C(=O)([O-])[O-].[Ca+2].[C:19](Cl)(Cl)=[S:20].Cl, predict the reaction product. The product is: [N:1]([C:2]1[CH:3]=[C:4]([S:8]([F:13])([F:9])([F:10])([F:11])[F:12])[CH:5]=[CH:6][CH:7]=1)=[C:19]=[S:20]. (5) Given the reactants [F:1][C:2]1[CH:7]=[CH:6][C:5]([N+:8]([O-:10])=[O:9])=[C:4](F)[C:3]=1[CH:12]=[CH2:13].[CH2:14]([NH2:17])[CH:15]=[CH2:16].C(=O)([O-])[O-].[K+].[K+], predict the reaction product. The product is: [CH2:14]([NH:17][C:4]1[C:5]([N+:8]([O-:10])=[O:9])=[CH:6][CH:7]=[C:2]([F:1])[C:3]=1[CH:12]=[CH2:13])[CH:15]=[CH2:16]. (6) The product is: [F:27][C:24]1[CH:23]=[CH:22][C:21]([N:19]2[CH:20]=[C:16]([CH2:15][NH:14][C:12](=[O:13])[C@@H:11]([NH:10][C:9]([C@H:8]3[O:7][C@@H:6]3[C:4]([OH:5])=[O:3])=[O:34])[CH2:28][C:29]3[N:30]=[CH:31][S:32][CH:33]=3)[N:17]=[N:18]2)=[CH:26][CH:25]=1. Given the reactants C([O:3][C:4]([C@@H:6]1[C@@H:8]([C:9](=[O:34])[NH:10][C@@H:11]([CH2:28][C:29]2[N:30]=[CH:31][S:32][CH:33]=2)[C:12]([NH:14][CH2:15][C:16]2[N:17]=[N:18][N:19]([C:21]3[CH:26]=[CH:25][C:24]([F:27])=[CH:23][CH:22]=3)[CH:20]=2)=[O:13])[O:7]1)=[O:5])C.[Li+].[OH-], predict the reaction product. (7) The product is: [S:7]1[CH:11]=[CH:10][CH:9]=[C:8]1[CH2:12][O:13][C:14]1[CH:21]=[CH:20][C:17]([CH2:18][NH2:19])=[CH:16][CH:15]=1. Given the reactants [H-].[Al+3].[Li+].[H-].[H-].[H-].[S:7]1[CH:11]=[CH:10][CH:9]=[C:8]1[CH2:12][O:13][C:14]1[CH:21]=[CH:20][C:17]([C:18]#[N:19])=[CH:16][CH:15]=1.CO.[Cl-].[NH4+], predict the reaction product. (8) Given the reactants [Cl:1][C:2]1[CH:16]=[C:15]([CH:17]([CH3:39])[C:18]([NH:20][CH2:21][C:22]2[C:23]([N:32]3[CH2:37][CH2:36][CH:35]([CH3:38])[CH2:34][CH2:33]3)=[N:24][C:25]([C:28]([F:31])([F:30])[F:29])=[CH:26][CH:27]=2)=[O:19])[CH:14]=[CH:13][C:3]=1[CH2:4][NH:5]C(=O)OC(C)(C)C.FC(F)(F)C(O)=O.C(=O)([O-])O.[Na+], predict the reaction product. The product is: [NH2:5][CH2:4][C:3]1[CH:13]=[CH:14][C:15]([CH:17]([CH3:39])[C:18]([NH:20][CH2:21][C:22]2[C:23]([N:32]3[CH2:37][CH2:36][CH:35]([CH3:38])[CH2:34][CH2:33]3)=[N:24][C:25]([C:28]([F:31])([F:29])[F:30])=[CH:26][CH:27]=2)=[O:19])=[CH:16][C:2]=1[Cl:1].